This data is from Reaction yield outcomes from USPTO patents with 853,638 reactions. The task is: Predict the reaction yield, written as a fraction of the theoretical maximum amount of product (1.0 means a 100% yield; for example, 0.34 means a 34% yield). (1) The product is [ClH:1].[Cl:1][C:2]1[N:3]=[CH:4][C:5]([CH2:8][N:12]2[CH:13]=[CH:14][CH:15]=[CH:16][C:11]2=[NH:10])=[CH:6][CH:7]=1. The reactants are [Cl:1][C:2]1[CH:7]=[CH:6][C:5]([CH2:8]Cl)=[CH:4][N:3]=1.[NH2:10][C:11]1[CH:16]=[CH:15][CH:14]=[CH:13][N:12]=1. The catalyst is CN(C=O)C. The yield is 0.440. (2) The reactants are [Br:1][CH2:2][CH2:3][OH:4].C(N(CC)CC)C.[C:12](Cl)([C:25]1[CH:30]=[CH:29][CH:28]=[CH:27][CH:26]=1)([C:19]1[CH:24]=[CH:23][CH:22]=[CH:21][CH:20]=1)[C:13]1[CH:18]=[CH:17][CH:16]=[CH:15][CH:14]=1.O. The catalyst is C(Cl)Cl. The product is [C:12]([O:4][CH2:3][CH2:2][Br:1])([C:13]1[CH:18]=[CH:17][CH:16]=[CH:15][CH:14]=1)([C:25]1[CH:26]=[CH:27][CH:28]=[CH:29][CH:30]=1)[C:19]1[CH:20]=[CH:21][CH:22]=[CH:23][CH:24]=1. The yield is 0.600. (3) The product is [CH3:16][Si:2]([CH3:1])([CH3:15])[C:3]#[C:4][C:5]#[C:6][CH2:7][CH2:8]/[CH:9]=[CH:10]/[CH2:11][OH:12]. The catalyst is C1COCC1. The yield is 0.715. The reactants are [CH3:1][Si:2]([CH3:16])([CH3:15])[C:3]#[C:4][C:5]#[C:6][CH2:7][CH2:8]/[CH:9]=[CH:10]/[C:11](OC)=[O:12].[H-].C([Al+]CC(C)C)C(C)C.